Dataset: Catalyst prediction with 721,799 reactions and 888 catalyst types from USPTO. Task: Predict which catalyst facilitates the given reaction. (1) The catalyst class is: 5. Reactant: [CH3:1][C:2]1[CH:3]=[C:4]2[C:9](=[CH:10][CH:11]=1)[O:8][C@@H:7]([C:12]1[CH:13]=[C:14]([CH:19]=[CH:20][CH:21]=1)[C:15]([O:17][CH3:18])=[O:16])[CH2:6][C:5]2=O.Cl.[NH2:24][OH:25].C([O-])(=O)C.[Na+]. Product: [OH:25][N:24]=[C:5]1[C:4]2[C:9](=[CH:10][CH:11]=[C:2]([CH3:1])[CH:3]=2)[O:8][C@@H:7]([C:12]2[CH:13]=[C:14]([CH:19]=[CH:20][CH:21]=2)[C:15]([O:17][CH3:18])=[O:16])[CH2:6]1. (2) Reactant: [CH3:1][O:2][C:3]1[CH:15]=[CH:14][C:6]([CH2:7][N:8]2[CH2:13][CH2:12][NH:11][CH2:10][CH2:9]2)=[CH:5][CH:4]=1.C(N(CC)CC)C.CN(C=O)C.[Br:28][C:29]1[CH:34]=[C:33]([F:35])[CH:32]=[CH:31][C:30]=1[S:36](Cl)(=[O:38])=[O:37]. Product: [Br:28][C:29]1[CH:34]=[C:33]([F:35])[CH:32]=[CH:31][C:30]=1[S:36]([N:11]1[CH2:12][CH2:13][N:8]([CH2:7][C:6]2[CH:5]=[CH:4][C:3]([O:2][CH3:1])=[CH:15][CH:14]=2)[CH2:9][CH2:10]1)(=[O:38])=[O:37]. The catalyst class is: 6. (3) Product: [Cl:17][C:18]1[CH:23]=[CH:22][C:21]([CH2:24][N:4]2[CH2:5][N:6]([CH3:8])[CH2:7][N:2]([CH3:1])[C:3]2=[N:9][N+:10]([O-:12])=[O:11])=[CH:20][N:19]=1. The catalyst class is: 3. Reactant: [CH3:1][N:2]1[CH2:7][N:6]([CH3:8])[CH2:5][NH:4][C:3]1=[N:9][N+:10]([O-:12])=[O:11].[H-].[Na+].[H][H].[Cl:17][C:18]1[CH:23]=[CH:22][C:21]([CH2:24]Cl)=[CH:20][N:19]=1. (4) Product: [N+:12]([C:10]1[C:9]2[C:4](=[CH:5][CH:6]=[CH:7][CH:8]=2)[N:3]=[CH:2][CH:11]=1)([O-:14])=[O:13]. Reactant: C[C:2]1[CH:11]=[CH:10][C:9]2[C:4](=[CH:5][CH:6]=[CH:7][CH:8]=2)[N:3]=1.[N+:12](C1C=C(C(O)=O)C(=CC=1)C(O)=O)([O-:14])=[O:13]. The catalyst class is: 530. (5) Reactant: [CH3:1][O:2][C:3]1[CH:8]=[CH:7][C:6]([C:9]2[C:17]3[C:12](=[CH:13][CH:14]=[CH:15][CH:16]=3)[NH:11][C:10]=2[C:18]2[C:19]([CH3:24])=[N:20][O:21][C:22]=2[CH3:23])=[CH:5][CH:4]=1.[N:25]([CH2:28][CH3:29])=[C:26]=[O:27]. Product: [CH3:24][C:19]1[C:18]([C:10]2[N:11]([C:26]([NH:25][CH2:28][CH3:29])=[O:27])[C:12]3[C:17]([C:9]=2[C:6]2[CH:5]=[CH:4][C:3]([O:2][CH3:1])=[CH:8][CH:7]=2)=[CH:16][CH:15]=[CH:14][CH:13]=3)=[C:22]([CH3:23])[O:21][N:20]=1. The catalyst class is: 3. (6) Product: [C:30]([O:34][N:35]=[CH:25][CH2:24][CH2:23][N:4]1[C:5]2[CH:6]=[C:7]3[NH:13][C:12]([NH:14][C:15](=[O:22])[C:16]4[CH:17]=[CH:18][CH:19]=[CH:20][CH:21]=4)=[N:11][C:8]3=[CH:9][C:10]=2[C:2]([CH3:28])([CH3:1])[C:3]1=[O:27])([CH3:33])([CH3:32])[CH3:31]. The catalyst class is: 24. Reactant: [CH3:1][C:2]1([CH3:28])[C:10]2[CH:9]=[C:8]3[N:11]=[C:12]([NH:14][C:15](=[O:22])[C:16]4[CH:21]=[CH:20][CH:19]=[CH:18][CH:17]=4)[NH:13][C:7]3=[CH:6][C:5]=2[N:4]([CH2:23][CH2:24][CH:25]=O)[C:3]1=[O:27].Cl.[C:30]([O:34][NH2:35])([CH3:33])([CH3:32])[CH3:31].